This data is from Forward reaction prediction with 1.9M reactions from USPTO patents (1976-2016). The task is: Predict the product of the given reaction. (1) Given the reactants [C@H:1]1([NH2:10])[C:9]2[C:4](=[CH:5][CH:6]=[CH:7][CH:8]=2)[CH2:3][CH2:2]1.C1C2C(CO[C:26]([N:28]3[CH2:32][C@@H:31]([C:33]4[CH:38]=[CH:37][CH:36]=[CH:35][CH:34]=4)[CH2:30][C@H:29]3[C:39]([OH:41])=O)=[O:27])C3C(=CC=CC=3)C=2C=CC=1.C1C=C2C(CO[C:57]([NH:59][C@H:60](C(O)=O)[CH2:61][C:62]3[CH:67]=[CH:66][C:65]([C:68]([NH2:70])=[O:69])=[CH:64][CH:63]=3)=[O:58])C3C(C2=CC=1)=CC=CC=3.C1C2C(COC([NH:91][C@@H:92](C)[C:93](O)=O)=O)C3C(=CC=CC=3)C=2C=CC=1, predict the reaction product. The product is: [NH2:91][C@H:92]([CH3:93])[C:57]([NH:59][C@@H:60]([CH2:61][C:62]1[CH:63]=[CH:64][C:65]([C:68](=[O:69])[NH2:70])=[CH:66][CH:67]=1)[C:26]([N:28]1[CH2:32][C@@H:31]([C:33]2[CH:34]=[CH:35][CH:36]=[CH:37][CH:38]=2)[CH2:30][C@H:29]1[C:39]([NH:10][C@H:1]1[C:9]2[C:4](=[CH:5][CH:6]=[CH:7][CH:8]=2)[CH2:3][CH2:2]1)=[O:41])=[O:27])=[O:58]. (2) Given the reactants Cl[C:2]1[C:11]2=[N:12][N:13](CC3C=CC(OC)=CC=3)[CH:14]=[C:10]2[C:9]2[C:8]([O:24][CH3:25])=[CH:7][CH:6]=[CH:5][C:4]=2[N:3]=1.[NH2:26][C:27]1[CH:32]=[CH:31][C:30]([C:33]([N:35]2[CH2:40][CH2:39][O:38][CH2:37][CH2:36]2)=O)=[CH:29][CH:28]=1.Cl.[OH-].[Na+], predict the reaction product. The product is: [CH3:25][O:24][C:8]1[C:9]2[C:10]3[CH:14]=[N:13][NH:12][C:11]=3[C:2]([NH:26][C:27]3[CH:28]=[CH:29][C:30]([CH2:33][N:35]4[CH2:36][CH2:37][O:38][CH2:39][CH2:40]4)=[CH:31][CH:32]=3)=[N:3][C:4]=2[CH:5]=[CH:6][CH:7]=1. (3) The product is: [C:32]([C:36]1[CH:37]=[CH:38][C:39]([C:40]([NH:1][C:2]2[CH:3]=[CH:4][C:5]([C:8]3[CH:16]=[C:15]4[C:11]([CH2:12][N:13]([C@@H:18]([CH:23]([CH3:25])[CH3:24])[C:19]([O:21][CH3:22])=[O:20])[C:14]4=[O:17])=[CH:10][CH:9]=3)=[N:6][CH:7]=2)=[O:41])=[CH:43][CH:44]=1)([CH3:35])([CH3:33])[CH3:34]. Given the reactants [NH2:1][C:2]1[CH:3]=[CH:4][C:5]([C:8]2[CH:16]=[C:15]3[C:11]([CH2:12][N:13]([C@@H:18]([CH:23]([CH3:25])[CH3:24])[C:19]([O:21][CH3:22])=[O:20])[C:14]3=[O:17])=[CH:10][CH:9]=2)=[N:6][CH:7]=1.N1C=CC=CC=1.[C:32]([C:36]1[CH:44]=[CH:43][C:39]([C:40](Cl)=[O:41])=[CH:38][CH:37]=1)([CH3:35])([CH3:34])[CH3:33], predict the reaction product. (4) Given the reactants [Br:1][C:2]1[CH:9]=[CH:8][C:5]([CH:6]=O)=[C:4]([O:10][CH3:11])[CH:3]=1.[O-]S([O-])(=O)=O.[Mg+2].Br.[CH2:19]([S:26][C:27]1[CH:28]=[C:29]([CH2:33][CH2:34][NH2:35])[CH:30]=[CH:31][CH:32]=1)[C:20]1[CH:25]=[CH:24][CH:23]=[CH:22][CH:21]=1.C(N(CC)CC)C, predict the reaction product. The product is: [CH2:19]([S:26][C:27]1[CH:28]=[C:29]2[C:30](=[CH:31][CH:32]=1)[CH:6]([C:5]1[CH:8]=[CH:9][C:2]([Br:1])=[CH:3][C:4]=1[O:10][CH3:11])[NH:35][CH2:34][CH2:33]2)[C:20]1[CH:21]=[CH:22][CH:23]=[CH:24][CH:25]=1.